This data is from Full USPTO retrosynthesis dataset with 1.9M reactions from patents (1976-2016). The task is: Predict the reactants needed to synthesize the given product. (1) Given the product [CH2:1]([O:8][C:9]([C:11]1[C:19]2[C:14](=[CH:15][CH:16]=[C:17]([O:20][CH2:11][CH2:12][N:13]3[CH2:33][CH2:32][CH2:15][CH2:14]3)[CH:18]=2)[NH:13][C:12]=1[CH3:21])=[O:10])[C:2]1[CH:7]=[CH:6][CH:5]=[CH:4][CH:3]=1, predict the reactants needed to synthesize it. The reactants are: [CH2:1]([O:8][C:9]([C:11]1[C:19]2[C:14](=[CH:15][CH:16]=[C:17]([OH:20])[CH:18]=2)[NH:13][C:12]=1[CH3:21])=[O:10])[C:2]1[CH:7]=[CH:6][CH:5]=[CH:4][CH:3]=1.C([O-])([O-])=O.[K+].[K+].C(O[CH2:32][CH3:33])(=O)C. (2) Given the product [C:25](/[C:24](=[CH:9]/[C:8]1[CH:11]=[CH:12][C:5]([O:4][CH2:3][O:2][CH3:1])=[CH:6][CH:7]=1)/[C:23]([NH:22][CH2:13][CH2:14][CH2:15][CH2:16][CH2:17][CH2:18][CH2:19][CH2:20][CH3:21])=[O:36])(=[O:27])[CH3:26], predict the reactants needed to synthesize it. The reactants are: [CH3:1][O:2][CH2:3][O:4][C:5]1[CH:12]=[CH:11][C:8]([CH:9]=O)=[CH:7][CH:6]=1.[CH2:13]([N-:22][CH2:23][CH2:24][C:25](=[O:27])[CH3:26])[CH2:14][CH2:15][CH2:16][CH2:17][CH2:18][CH2:19][CH2:20][CH3:21].N1CCCCC1.C(O)(=[O:36])C. (3) Given the product [Br:64][C:65]1[CH:66]=[C:67]2[C:73]([C:20]3[CH:19]=[CH:18][N:17]=[C:16]([CH2:15][NH:14][C:9]4[N:10]=[CH:11][CH:12]=[CH:13][C:8]=4[C:7]([NH:6][CH2:5][C:4]4[CH:32]=[CH:33][C:34]([F:35])=[C:2]([F:1])[CH:3]=4)=[O:31])[CH:21]=3)=[CH:72][N:71]([S:75]([C:78]3[CH:83]=[CH:82][CH:81]=[CH:80][CH:79]=3)(=[O:76])=[O:77])[C:68]2=[N:69][CH:70]=1, predict the reactants needed to synthesize it. The reactants are: [F:1][C:2]1[CH:3]=[C:4]([CH:32]=[CH:33][C:34]=1[F:35])[CH2:5][NH:6][C:7](=[O:31])[C:8]1[CH:13]=[CH:12][CH:11]=[N:10][C:9]=1[NH:14][CH2:15][C:16]1[CH:21]=[C:20](B2OC(C)(C)C(C)(C)O2)[CH:19]=[CH:18][N:17]=1.BrC1C=CN=C(CN)C=1.FC1C=C(C=CC=1F)CNC(=O)C1C=CC=NC=1F.[Br:64][C:65]1[CH:66]=[C:67]2[C:73](I)=[CH:72][N:71]([S:75]([C:78]3[CH:83]=[CH:82][CH:81]=[CH:80][CH:79]=3)(=[O:77])=[O:76])[C:68]2=[N:69][CH:70]=1. (4) The reactants are: [N:1]1[CH:6]=[CH:5][CH:4]=[CH:3][C:2]=1[CH2:7][CH2:8][N:9]1[C:17]2[C:12](=[CH:13][CH:14]=[CH:15][CH:16]=2)[CH:11]=[CH:10]1.C[O:19][C:20](=[O:29])[C:21]1[CH:26]=[CH:25][CH:24]=[C:23]([CH2:27]Br)[CH:22]=1. Given the product [N:1]1[CH:6]=[CH:5][CH:4]=[CH:3][C:2]=1[CH2:7][CH2:8][N:9]1[C:17]2[C:12](=[CH:13][CH:14]=[CH:15][CH:16]=2)[C:11]([CH:4]2[CH2:5][CH2:6][N:1]([CH2:27][C:23]3[CH:22]=[C:21]([CH:26]=[CH:25][CH:24]=3)[C:20]([OH:19])=[O:29])[CH2:2][CH2:3]2)=[CH:10]1, predict the reactants needed to synthesize it. (5) Given the product [CH2:31]([N:12]([CH2:13][CH2:14][CH2:15][CH2:16][C:17]1[C:21]2[CH:22]=[CH:23][CH:24]=[C:25]([O:26][CH3:27])[C:20]=2[O:19][CH:18]=1)[CH:8]1[CH2:7][C:6]2[C:5]([C:28]([NH2:30])=[O:29])=[CH:4][CH:3]=[C:2]([F:1])[C:11]=2[O:10][CH2:9]1)[CH3:32], predict the reactants needed to synthesize it. The reactants are: [F:1][C:2]1[C:11]2[O:10][CH2:9][CH:8]([NH:12][CH2:13][CH2:14][CH2:15][CH2:16][C:17]3[C:21]4[CH:22]=[CH:23][CH:24]=[C:25]([O:26][CH3:27])[C:20]=4[O:19][CH:18]=3)[CH2:7][C:6]=2[C:5]([C:28]([NH2:30])=[O:29])=[CH:4][CH:3]=1.[CH:31](=O)[CH3:32]. (6) Given the product [CH:1]1([CH:4]([C:11]2[CH:16]=[C:15]([O:17][CH2:18][C:19]3[CH:20]=[N:21][C:22]([C:31]4[CH:36]=[C:35]([O:37][CH3:38])[CH:34]=[CH:33][C:32]=4[F:39])=[C:23]([O:25][CH2:26][C:27]([CH3:30])([CH3:28])[CH3:29])[CH:24]=3)[N:14]=[CH:13][N:12]=2)[CH2:5][C:6]([OH:8])=[O:7])[CH2:2][CH2:3]1, predict the reactants needed to synthesize it. The reactants are: [CH:1]1([CH:4]([C:11]2[CH:16]=[C:15]([O:17][CH2:18][C:19]3[CH:20]=[N:21][C:22]([C:31]4[CH:36]=[C:35]([O:37][CH3:38])[CH:34]=[CH:33][C:32]=4[F:39])=[C:23]([O:25][CH2:26][C:27]([CH3:30])([CH3:29])[CH3:28])[CH:24]=3)[N:14]=[CH:13][N:12]=2)[CH2:5][C:6]([O:8]CC)=[O:7])[CH2:3][CH2:2]1.[OH-].[Na+].Cl. (7) Given the product [Br:16][C:12]1[CH:11]=[C:10](/[C:8](/[CH3:9])=[CH:7]/[C:6]([OH:17])=[O:5])[CH:15]=[CH:14][CH:13]=1, predict the reactants needed to synthesize it. The reactants are: C([O:5][C:6](=[O:17])/[CH:7]=[C:8](/[C:10]1[CH:15]=[CH:14][CH:13]=[C:12]([Br:16])[CH:11]=1)\[CH3:9])(C)(C)C.